From a dataset of Full USPTO retrosynthesis dataset with 1.9M reactions from patents (1976-2016). Predict the reactants needed to synthesize the given product. Given the product [F:1][C:2]1[CH:7]=[CH:6][C:5]([C:8]2[C:9]3[C:10](=[N:27][N:28]([CH2:30][C:31]([OH:33])=[O:32])[CH:29]=3)[N:11]=[C:12]([C:20]3[CH:21]=[CH:22][C:23]([F:26])=[CH:24][CH:25]=3)[C:13]=2[C:14]2[CH:19]=[CH:18][N:17]=[CH:16][CH:15]=2)=[CH:4][CH:3]=1, predict the reactants needed to synthesize it. The reactants are: [F:1][C:2]1[CH:7]=[CH:6][C:5]([C:8]2[C:9]3[C:10](=[N:27][N:28]([CH2:30][C:31]([O:33]CC)=[O:32])[CH:29]=3)[N:11]=[C:12]([C:20]3[CH:25]=[CH:24][C:23]([F:26])=[CH:22][CH:21]=3)[C:13]=2[C:14]2[CH:19]=[CH:18][N:17]=[CH:16][CH:15]=2)=[CH:4][CH:3]=1.[OH-].[K+].